From a dataset of Forward reaction prediction with 1.9M reactions from USPTO patents (1976-2016). Predict the product of the given reaction. (1) Given the reactants [Si:1]([O:8][CH2:9][CH:10]([CH3:23])[CH2:11][N:12]1[C:17]2[CH:18]=[CH:19][CH:20]=[CH:21][C:16]=2[O:15][CH2:14][C:13]1=[O:22])([C:4]([CH3:7])([CH3:6])[CH3:5])([CH3:3])[CH3:2].O.[F-].C([N+](CCCC)(CCCC)CCCC)CCC.C1C[O:46][CH2:45]C1, predict the reaction product. The product is: [Si:1]([O:8][CH2:9][C@@H:10]([CH3:23])[CH2:11][N:12]1[C:17]2[CH:18]=[C:19]([O:46][CH3:45])[CH:20]=[CH:21][C:16]=2[O:15][CH2:14][C:13]1=[O:22])([C:4]([CH3:7])([CH3:5])[CH3:6])([CH3:3])[CH3:2]. (2) The product is: [ClH:1].[NH:34]1[CH2:39][CH2:38][CH2:37][C@@H:36]2[CH2:40][N:41]([C:2]3[CH:3]=[CH:4][C:5]4[C:11]5[NH:12][C:13](=[O:21])[C:14]([C:17]([OH:19])=[O:18])=[C:15]([OH:16])[C:10]=5[CH2:9][CH2:8][CH2:7][C:6]=4[CH:33]=3)[CH2:42][C@H:35]12. Given the reactants [Cl:1][C:2]1[CH:3]=[CH:4][C:5]2[C:11]3[N:12](CC4C=CC(OC)=CC=4OC)[C:13](=[O:21])[C:14]([C:17]([O:19]C)=[O:18])=[C:15]([OH:16])[C:10]=3[CH2:9][CH2:8][CH2:7][C:6]=2[CH:33]=1.[N:34]1(C(OC(C)(C)C)=O)[CH2:39][CH2:38][CH2:37][C@@H:36]2[CH2:40][NH:41][CH2:42][C@H:35]12, predict the reaction product. (3) Given the reactants [C:1]1([CH2:17][O:18][C@@H:19]2[C@H:23]([OH:24])[C@@H:22]([CH2:25][OH:26])[O:21][C@H:20]2[N:27]2[CH:42]=[CH:41][C:31]([NH:32][C:33](=[O:40])[C:34]3[CH:39]=[CH:38][CH:37]=[CH:36][CH:35]=3)=[N:30][C:28]2=[O:29])[C:14]2[C:15]3=[C:16]4[C:11](=[CH:12][CH:13]=2)[CH:10]=[CH:9][CH:8]=[C:7]4[CH:6]=[CH:5][C:4]3=[CH:3][CH:2]=1.[C:43](Cl)([C:60]1[CH:65]=[CH:64][CH:63]=[CH:62][CH:61]=1)([C:52]1[CH:59]=[CH:58][C:55]([O:56][CH3:57])=[CH:54][CH:53]=1)[C:44]1[CH:51]=[CH:50][C:47]([O:48][CH3:49])=[CH:46][CH:45]=1, predict the reaction product. The product is: [CH3:57][O:56][C:55]1[CH:54]=[CH:53][C:52]([C:43]([O:26][CH2:25][C@H:22]2[O:21][C@@H:20]([N:27]3[CH:42]=[CH:41][C:31]([NH:32][C:33](=[O:40])[C:34]4[CH:39]=[CH:38][CH:37]=[CH:36][CH:35]=4)=[N:30][C:28]3=[O:29])[C@H:19]([O:18][CH2:17][C:1]3[C:14]4[C:15]5=[C:16]6[C:11](=[CH:12][CH:13]=4)[CH:10]=[CH:9][CH:8]=[C:7]6[CH:6]=[CH:5][C:4]5=[CH:3][CH:2]=3)[C@@H:23]2[OH:24])([C:60]2[CH:61]=[CH:62][CH:63]=[CH:64][CH:65]=2)[C:44]2[CH:51]=[CH:50][C:47]([O:48][CH3:49])=[CH:46][CH:45]=2)=[CH:59][CH:58]=1. (4) Given the reactants C(OC(=O)[NH:10][CH:11]1[C:17](=[O:18])[N:16]([CH3:19])[C:15]2[CH:20]=[CH:21][CH:22]=[CH:23][C:14]=2[C:13]([C:24]2[CH:29]=[CH:28][C:27]([C:30](=[O:32])[NH2:31])=[CH:26][CH:25]=2)=[N:12]1)C1C=CC=CC=1.Br, predict the reaction product. The product is: [NH2:10][CH:11]1[C:17](=[O:18])[N:16]([CH3:19])[C:15]2[CH:20]=[CH:21][CH:22]=[CH:23][C:14]=2[C:13]([C:24]2[CH:25]=[CH:26][C:27]([C:30]([NH2:31])=[O:32])=[CH:28][CH:29]=2)=[N:12]1.